From a dataset of Forward reaction prediction with 1.9M reactions from USPTO patents (1976-2016). Predict the product of the given reaction. (1) Given the reactants [F:1][C:2]1[CH:7]=[CH:6][C:5]([C:8]2[O:9][C:10]3[CH:20]=[CH:19][C:18]([O:21][CH:22]([CH2:27][CH2:28][Se]C4C=CC=CC=4)[C:23]([O:25][CH3:26])=[O:24])=[CH:17][C:11]=3[C:12]=2[C:13]([NH:15][CH3:16])=[O:14])=[CH:4][CH:3]=1.OO, predict the reaction product. The product is: [F:1][C:2]1[CH:3]=[CH:4][C:5]([C:8]2[O:9][C:10]3[CH:20]=[CH:19][C:18]([O:21][CH:22]([CH:27]=[CH2:28])[C:23]([O:25][CH3:26])=[O:24])=[CH:17][C:11]=3[C:12]=2[C:13]([NH:15][CH3:16])=[O:14])=[CH:6][CH:7]=1. (2) Given the reactants [O:1]1[CH:5]=[CH:4][CH:3]=[C:2]1[CH2:6][NH:7][S:8]([C:11]1[CH:12]=[C:13]([CH:17]=[CH:18][C:19]([OH:21])=O)[CH:14]=[CH:15][CH:16]=1)(=[O:10])=[O:9].C(OC(Cl)=O)C.C(N(CC)CC)C.[OH-:35].[K+].[NH2:37]O, predict the reaction product. The product is: [O:1]1[CH:5]=[CH:4][CH:3]=[C:2]1[CH2:6][NH:7][S:8]([C:11]1[CH:12]=[C:13]([CH:17]=[CH:18][C:19]([NH:37][OH:35])=[O:21])[CH:14]=[CH:15][CH:16]=1)(=[O:10])=[O:9]. (3) Given the reactants [Cl:1][C:2]1[CH:3]=[C:4]([CH:8]=[CH:9][C:10]=1[N:11]1[CH2:16][CH2:15][N:14]([C:17]2[N:22]=[CH:21][C:20]([C:23]3[CH:28]=[CH:27][CH:26]=[C:25]([CH2:29][N:30]([C:32](=[O:35])[CH2:33][NH2:34])[CH3:31])[CH:24]=3)=[CH:19][N:18]=2)[CH2:13][CH2:12]1)[C:5]([OH:7])=[O:6].O.[C:37]([OH:44])(=[O:43])/[CH:38]=[CH:39]/[C:40]([OH:42])=[O:41], predict the reaction product. The product is: [C:37]([OH:44])(=[O:43])/[CH:38]=[CH:39]/[C:40]([OH:42])=[O:41].[Cl:1][C:2]1[CH:3]=[C:4]([CH:8]=[CH:9][C:10]=1[N:11]1[CH2:16][CH2:15][N:14]([C:17]2[N:18]=[CH:19][C:20]([C:23]3[CH:28]=[CH:27][CH:26]=[C:25]([CH2:29][N:30]([C:32](=[O:35])[CH2:33][NH2:34])[CH3:31])[CH:24]=3)=[CH:21][N:22]=2)[CH2:13][CH2:12]1)[C:5]([OH:7])=[O:6].[Cl:1][C:2]1[CH:3]=[C:4]([CH:8]=[CH:9][C:10]=1[N:11]1[CH2:16][CH2:15][N:14]([C:17]2[N:18]=[CH:19][C:20]([C:23]3[CH:28]=[CH:27][CH:26]=[C:25]([CH2:29][N:30]([CH3:31])[C:32](=[O:35])[CH2:33][NH2:34])[CH:24]=3)=[CH:21][N:22]=2)[CH2:13][CH2:12]1)[C:5]([OH:7])=[O:6].